Dataset: Forward reaction prediction with 1.9M reactions from USPTO patents (1976-2016). Task: Predict the product of the given reaction. (1) Given the reactants [Br:1][C:2]1[CH:3]=[C:4]2[C:9](=[CH:10][CH:11]=1)[CH:8]=[C:7]([OH:12])[CH:6]=[CH:5]2.[Cl-].[CH3:14][O:15][C:16]1[CH:28]=[CH:27][CH:26]=[CH:25][C:17]=1[CH:18]=[N+:19]1[CH2:24][CH2:23][CH2:22][CH2:21][CH2:20]1, predict the reaction product. The product is: [Br:1][C:2]1[CH:3]=[C:4]2[C:9](=[CH:10][CH:11]=1)[C:8]([CH:18]([C:17]1[CH:25]=[CH:26][CH:27]=[CH:28][C:16]=1[O:15][CH3:14])[N:19]1[CH2:24][CH2:23][CH2:22][CH2:21][CH2:20]1)=[C:7]([OH:12])[CH:6]=[CH:5]2. (2) Given the reactants [OH:1][C:2]1[C:7]([C:8](OCC)=[O:9])=[CH:6][N:5]=[C:4]2[S:13][C:14]([S:16]([N:19]3[CH2:24][CH2:23][O:22][CH2:21][CH2:20]3)(=[O:18])=[O:17])=[CH:15][C:3]=12.[Cl:25][C:26]1[CH:33]=[CH:32][C:29]([CH2:30][NH2:31])=[CH:28][CH:27]=1, predict the reaction product. The product is: [Cl:25][C:26]1[CH:33]=[CH:32][C:29]([CH2:30][NH:31][C:8]([C:7]2[C:2]([OH:1])=[C:3]3[CH:15]=[C:14]([S:16]([N:19]4[CH2:20][CH2:21][O:22][CH2:23][CH2:24]4)(=[O:17])=[O:18])[S:13][C:4]3=[N:5][CH:6]=2)=[O:9])=[CH:28][CH:27]=1. (3) The product is: [CH3:26][NH:27][C:3]([C:5]1[N:10]2[N:11]=[C:12]([NH:14][C:15]([NH:17][CH2:18][CH3:19])=[O:16])[N:13]=[C:9]2[CH:8]=[C:7]([C:20]2[CH:21]=[N:22][CH:23]=[CH:24][CH:25]=2)[CH:6]=1)=[O:2]. Given the reactants C[O:2][C:3]([C:5]1[N:10]2[N:11]=[C:12]([NH:14][C:15]([NH:17][CH2:18][CH3:19])=[O:16])[N:13]=[C:9]2[CH:8]=[C:7]([C:20]2[CH:21]=[N:22][CH:23]=[CH:24][CH:25]=2)[CH:6]=1)=O.[CH3:26][NH2:27], predict the reaction product. (4) Given the reactants [F:1][S:2]([F:55])([F:54])([F:53])([F:52])[C:3]1[CH:8]=[CH:7][C:6](/[CH:9]=[CH:10]/[C:11]2[O:12][CH:13]=[C:14]([CH2:16][O:17][C:18]3[CH:23]=[CH:22][C:21]([CH2:24][CH2:25][CH2:26][CH2:27][C:28]4[N:29]=[N:30][N:31](C(C5C=CC=CC=5)(C5C=CC=CC=5)C5C=CC=CC=5)[CH:32]=4)=[CH:20][CH:19]=3)[N:15]=2)=[CH:5][CH:4]=1.C(O)=O.O, predict the reaction product. The product is: [F:55][S:2]([F:1])([F:52])([F:53])([F:54])[C:3]1[CH:4]=[CH:5][C:6](/[CH:9]=[CH:10]/[C:11]2[O:12][CH:13]=[C:14]([CH2:16][O:17][C:18]3[CH:19]=[CH:20][C:21]([CH2:24][CH2:25][CH2:26][CH2:27][C:28]4[N:29]=[N:30][NH:31][CH:32]=4)=[CH:22][CH:23]=3)[N:15]=2)=[CH:7][CH:8]=1.